From a dataset of Forward reaction prediction with 1.9M reactions from USPTO patents (1976-2016). Predict the product of the given reaction. Given the reactants [Br:1][C:2]1[CH:7]=[CH:6][CH:5]=[CH:4][C:3]=1[CH2:8][N:9]1[C:14](=[O:15])[C:13]([C:16]([NH:18][CH2:19][C:20]([O:22]CC)=[O:21])=[O:17])=[C:12]([OH:25])[C:11]([C:26](OC)=[O:27])=[C:10]1[OH:30].C(N(C(C)C)CC)(C)C.Cl.[CH:41]1([CH2:44][CH2:45][NH2:46])[CH2:43][CH2:42]1.Cl, predict the reaction product. The product is: [Br:1][C:2]1[CH:7]=[CH:6][CH:5]=[CH:4][C:3]=1[CH2:8][N:9]1[C:10]([OH:30])=[C:11]([C:26]([NH:46][CH2:45][CH2:44][CH:41]2[CH2:43][CH2:42]2)=[O:27])[C:12]([OH:25])=[C:13]([C:16]([NH:18][CH2:19][C:20]([OH:22])=[O:21])=[O:17])[C:14]1=[O:15].